This data is from Full USPTO retrosynthesis dataset with 1.9M reactions from patents (1976-2016). The task is: Predict the reactants needed to synthesize the given product. (1) Given the product [CH2:1]([S:3][CH2:4][CH2:5][O:6][C:10]1[CH:38]=[CH:37][C:13]([C:14]([NH:16][CH2:17][CH2:18][NH:19][C:20]([C:22]2[C:23]([C:33]([F:36])([F:34])[F:35])=[N:24][N:25]([C:27]3[CH:32]=[CH:31][CH:30]=[CH:29][CH:28]=3)[CH:26]=2)=[O:21])=[O:15])=[CH:12][N:11]=1)[CH3:2], predict the reactants needed to synthesize it. The reactants are: [CH2:1]([S:3][CH2:4][CH2:5][OH:6])[CH3:2].[H-].[Na+].Cl[C:10]1[CH:38]=[CH:37][C:13]([C:14]([NH:16][CH2:17][CH2:18][NH:19][C:20]([C:22]2[C:23]([C:33]([F:36])([F:35])[F:34])=[N:24][N:25]([C:27]3[CH:32]=[CH:31][CH:30]=[CH:29][CH:28]=3)[CH:26]=2)=[O:21])=[O:15])=[CH:12][N:11]=1.O. (2) Given the product [ClH:23].[Br:15][C:16]1[C:17]([Cl:23])=[C:18]([O:11][CH:8]2[CH2:9][CH2:10][N:4]([CH2:3][C:1]#[N:2])[CH2:5][C:6]3[O:14][CH:13]=[CH:12][C:7]2=3)[CH:19]=[CH:20][CH:21]=1, predict the reactants needed to synthesize it. The reactants are: [C:1]([CH2:3][N:4]1[CH2:10][CH2:9][CH:8]([OH:11])[C:7]2[CH:12]=[CH:13][O:14][C:6]=2[CH2:5]1)#[N:2].[Br:15][C:16]1[C:17]([Cl:23])=[C:18](F)[CH:19]=[CH:20][CH:21]=1.